This data is from Full USPTO retrosynthesis dataset with 1.9M reactions from patents (1976-2016). The task is: Predict the reactants needed to synthesize the given product. (1) Given the product [Si:17]([O:16][CH2:15][C:14]([NH:13][C:11]([C:10]1[C:4]2[C:5](=[N:6][CH:7]=[C:2]([C:33]3[C:34]4[C:39](=[CH:38][C:37]([CH3:40])=[CH:36][CH:35]=4)[N:31]([CH2:30][CH2:29][CH2:28][N:27]([CH3:54])[CH3:26])[N:32]=3)[N:3]=2)[NH:8][CH:9]=1)=[O:12])([CH3:25])[CH3:24])([C:20]([CH3:23])([CH3:22])[CH3:21])([CH3:19])[CH3:18], predict the reactants needed to synthesize it. The reactants are: Br[C:2]1[N:3]=[C:4]2[C:10]([C:11]([NH:13][C:14]([CH3:25])([CH3:24])[CH2:15][O:16][Si:17]([C:20]([CH3:23])([CH3:22])[CH3:21])([CH3:19])[CH3:18])=[O:12])=[CH:9][NH:8][C:5]2=[N:6][CH:7]=1.[CH3:26][N:27]([CH3:54])[CH2:28][CH2:29][CH2:30][N:31]1[C:39]2[C:34](=[CH:35][CH:36]=[C:37]([CH3:40])[CH:38]=2)[C:33]([Sn](CCCC)(CCCC)CCCC)=[N:32]1. (2) The reactants are: CN(C=O)C.CO[C:8](=[O:39])[N:9]=[C:10](SC)[C:11]([C:25]1[CH:26]=[C:27]([O:35][CH3:36])[C:28]2[O:33][CH2:32][O:31][CH2:30][C:29]=2[CH:34]=1)=[N:12][C:13]1[CH:18]=[CH:17][C:16]([C:19]2[N:23]=[C:22]([CH3:24])[O:21][N:20]=2)=[CH:15][CH:14]=1.Cl.[NH:41]([C:43]1[CH:51]=[CH:50][CH:49]=[CH:48][C:44]=1[C:45]([OH:47])=[O:46])[NH2:42]. Given the product [CH3:36][O:35][C:27]1[C:28]2[O:33][CH2:32][O:31][CH2:30][C:29]=2[CH:34]=[C:25]([CH:11]([NH:12][C:13]2[CH:14]=[CH:15][C:16]([C:19]3[N:23]=[C:22]([CH3:24])[O:21][N:20]=3)=[CH:17][CH:18]=2)[C:10]2[NH:9][C:8](=[O:39])[N:41]([C:43]3[CH:51]=[CH:50][CH:49]=[CH:48][C:44]=3[C:45]([OH:47])=[O:46])[N:42]=2)[CH:26]=1, predict the reactants needed to synthesize it. (3) Given the product [ClH:13].[OH:12][C:7]1[NH:8][C:9]2[C:5]([C:6]=1[C:14]1[CH:15]=[CH:16][C:17]([S:20]([N:23]3[CH2:28][CH2:27][N:26]([CH:29]([CH3:31])[CH3:30])[CH2:25][CH2:24]3)(=[O:22])=[O:21])=[CH:18][N:19]=1)=[CH:4][C:3]([C:1]#[N:2])=[CH:11][CH:10]=2, predict the reactants needed to synthesize it. The reactants are: [C:1]([C:3]1[CH:4]=[C:5]2[C:9](=[CH:10][CH:11]=1)[NH:8][C:7](=[O:12])[CH2:6]2)#[N:2].[Cl:13][C:14]1[N:19]=[CH:18][C:17]([S:20]([N:23]2[CH2:28][CH2:27][N:26]([CH:29]([CH3:31])[CH3:30])[CH2:25][CH2:24]2)(=[O:22])=[O:21])=[CH:16][CH:15]=1. (4) The reactants are: [C:1]([OH:5])(=[O:4])[CH:2]=[CH2:3].[Cl:6][C:7]1[CH:8]=[C:9]2[C:13](=[CH:14][CH:15]=1)[NH:12][CH:11]=[CH:10]2.[OH-].[Na+]. Given the product [Cl:6][C:7]1[CH:8]=[C:9]2[C:13](=[CH:14][CH:15]=1)[NH:12][CH:11]=[C:10]2[CH2:3][CH2:2][C:1]([OH:5])=[O:4], predict the reactants needed to synthesize it. (5) Given the product [C:25]([C:2]1[CH:3]=[CH:4][C:5]2[O:9][C:8]([C:10]3[CH:15]=[CH:14][C:13]([C:16]4[CH:21]=[CH:20][CH:19]=[CH:18][N:17]=4)=[C:12]([O:22][CH3:23])[CH:11]=3)=[N:7][C:6]=2[CH:24]=1)#[N:26], predict the reactants needed to synthesize it. The reactants are: Br[C:2]1[CH:3]=[CH:4][C:5]2[O:9][C:8]([C:10]3[CH:15]=[CH:14][C:13]([C:16]4[CH:21]=[CH:20][CH:19]=[CH:18][N:17]=4)=[C:12]([O:22][CH3:23])[CH:11]=3)=[N:7][C:6]=2[CH:24]=1.[CH3:25][N:26](C=O)C.